Dataset: Reaction yield outcomes from USPTO patents with 853,638 reactions. Task: Predict the reaction yield, written as a fraction of the theoretical maximum amount of product (1.0 means a 100% yield; for example, 0.34 means a 34% yield). The reactants are [F:1][C:2]([F:15])([F:14])[S:3]([O:6]S(C(F)(F)F)(=O)=O)(=[O:5])=[O:4].[CH3:16][O:17][C:18](=[O:39])[CH:19]([C:24]1[CH:29]=[C:28](O)[CH:27]=[C:26]([O:31][CH2:32][C:33]2[CH:38]=[CH:37][CH:36]=[CH:35][CH:34]=2)[CH:25]=1)[CH2:20][C:21]([CH3:23])=[CH2:22].N1C=CC=CC=1. The catalyst is C(Cl)Cl. The product is [CH3:16][O:17][C:18](=[O:39])[CH:19]([C:24]1[CH:29]=[C:28]([O:6][S:3]([C:2]([F:15])([F:14])[F:1])(=[O:5])=[O:4])[CH:27]=[C:26]([O:31][CH2:32][C:33]2[CH:38]=[CH:37][CH:36]=[CH:35][CH:34]=2)[CH:25]=1)[CH2:20][C:21]([CH3:23])=[CH2:22]. The yield is 0.960.